This data is from CYP1A2 inhibition data for predicting drug metabolism from PubChem BioAssay. The task is: Regression/Classification. Given a drug SMILES string, predict its absorption, distribution, metabolism, or excretion properties. Task type varies by dataset: regression for continuous measurements (e.g., permeability, clearance, half-life) or binary classification for categorical outcomes (e.g., BBB penetration, CYP inhibition). Dataset: cyp1a2_veith. (1) The compound is CSc1nc(-c2ccc(C)cc2)nc(C(Cl)Cl)n1. The result is 1 (inhibitor). (2) The compound is N[C@H](CC(=O)O)C(=O)O. The result is 0 (non-inhibitor).